This data is from Full USPTO retrosynthesis dataset with 1.9M reactions from patents (1976-2016). The task is: Predict the reactants needed to synthesize the given product. (1) Given the product [Cl:1][C:2]1[C:11]2[C:6](=[CH:7][CH:8]=[C:9]([CH:12]([C:14]3[O:42][C:17]([CH3:18])=[N:16][C:15]=3[CH3:21])[OH:13])[CH:10]=2)[N:5]=[C:4]([O:22][CH3:23])[C:3]=1[CH2:24][C:25]1[CH:30]=[CH:29][C:28]([C:31]([F:34])([F:33])[F:32])=[CH:27][CH:26]=1, predict the reactants needed to synthesize it. The reactants are: [Cl:1][C:2]1[C:11]2[C:6](=[CH:7][CH:8]=[C:9]([CH:12]([C:14]3[C:15]([CH3:21])=[N:16][C:17](C)=[CH:18]C=3)[OH:13])[CH:10]=2)[N:5]=[C:4]([O:22][CH3:23])[C:3]=1[CH2:24][C:25]1[CH:30]=[CH:29][C:28]([C:31]([F:34])([F:33])[F:32])=[CH:27][CH:26]=1.C([Li])CCC.CC1[O:42]C(C=O)=C(C)N=1. (2) Given the product [Cl:23][C:24]1[CH:29]=[C:28]([C:30]2([C:32]([F:35])([F:33])[F:34])[O:22][N:21]=[C:20]([C:13]3[C:14]4[C:19](=[CH:18][CH:17]=[CH:16][CH:15]=4)[C:10]([F:9])=[CH:11][CH:12]=3)[CH2:31]2)[CH:27]=[C:26]([Cl:36])[CH:25]=1, predict the reactants needed to synthesize it. The reactants are: ClN1C(=O)CCC1=O.[F:9][C:10]1[C:19]2[C:14](=[CH:15][CH:16]=[CH:17][CH:18]=2)[C:13]([CH:20]=[N:21][OH:22])=[CH:12][CH:11]=1.[Cl:23][C:24]1[CH:29]=[C:28]([C:30]([C:32]([F:35])([F:34])[F:33])=[CH2:31])[CH:27]=[C:26]([Cl:36])[CH:25]=1.C(N(CC)CC)C. (3) Given the product [C:1]1([CH2:7][C:8](=[O:10])[CH2:13][C:14](=[O:15])[CH3:16])[CH:2]=[CH:3][CH:4]=[CH:5][CH:6]=1, predict the reactants needed to synthesize it. The reactants are: [C:1]1([CH2:7][C:8]([O:10]CC)=O)[CH:6]=[CH:5][CH:4]=[CH:3][CH:2]=1.[CH3:13][C:14]([CH3:16])=[O:15].Cl. (4) Given the product [CH2:6]([O:5][C:3](=[O:4])[CH2:2][NH:24][CH2:17][C:18]1[CH:23]=[CH:22][CH:21]=[CH:20][CH:19]=1)[CH3:7], predict the reactants needed to synthesize it. The reactants are: Br[CH2:2][C:3]([O:5][CH2:6][CH3:7])=[O:4].C(N(CC)C(C)C)(C)C.[CH2:17]([NH2:24])[C:18]1[CH:23]=[CH:22][CH:21]=[CH:20][CH:19]=1.ClCCl. (5) The reactants are: Cl.[NH2:2][C@H:3]([C:14]([O:16][CH3:17])=[O:15])[CH2:4][C:5]1[C:13]2[C:8](=[CH:9][CH:10]=[CH:11][CH:12]=2)[NH:7][CH:6]=1.C(N(CC)CC)C.[C:25](O)(=[O:30])/[C:26](=[CH:28]/[CH3:29])/[CH3:27].CCN=C=NCCCN(C)C.Cl. Given the product [C:25]([NH:2][C@H:3]([C:14]([O:16][CH3:17])=[O:15])[CH2:4][C:5]1[C:13]2[C:8](=[CH:9][CH:10]=[CH:11][CH:12]=2)[NH:7][CH:6]=1)(=[O:30])/[C:26](=[CH:28]/[CH3:29])/[CH3:27], predict the reactants needed to synthesize it. (6) Given the product [NH2:1][C:2]1[C:7]([CH:8]=[O:9])=[C:6]([CH:10]2[CH2:12][CH2:11]2)[N:5]=[C:4](/[CH:16]=[CH:15]/[C:14]([O:18][CH3:19])=[O:17])[CH:3]=1, predict the reactants needed to synthesize it. The reactants are: [NH2:1][C:2]1[C:7]([CH:8]=[O:9])=[C:6]([CH:10]2[CH2:12][CH2:11]2)[N:5]=[C:4](Cl)[CH:3]=1.[C:14]([O:18][CH3:19])(=[O:17])[CH:15]=[CH2:16].C1(C2C=CC=CC=2)C=CC=CC=1P(C(C)(C)C)C(C)(C)C.C(N(CC)CC)C. (7) Given the product [CH3:1][C:2]1[CH:3]=[C:4]([NH:8][C:14](=[O:15])[O:13][C:10]([CH3:12])([CH3:11])[CH3:9])[CH:5]=[N:6][CH:7]=1, predict the reactants needed to synthesize it. The reactants are: [CH3:1][C:2]1[CH:3]=[C:4]([NH2:8])[CH:5]=[N:6][CH:7]=1.[CH3:9][C:10]([O:13][C:14](O[C:14]([O:13][C:10]([CH3:12])([CH3:11])[CH3:9])=[O:15])=[O:15])([CH3:12])[CH3:11].CCOC(C)=O. (8) Given the product [CH:53]1([C:2]2[N:1]([CH2:14][C:13]3[CH:16]=[CH:17][C:10]([C:9]([F:19])([F:18])[F:8])=[CH:11][CH:12]=3)[C:6](=[O:65])[C:5]([C:27]([NH:31][CH2:42][C:43]([OH:45])=[O:44])=[O:28])=[C:4]([OH:7])[N:3]=2)[CH2:54][CH2:55][CH2:56][CH2:57][CH2:58]1, predict the reactants needed to synthesize it. The reactants are: [N:1]1[CH:6]=[CH:5][C:4](=[O:7])[NH:3][CH:2]=1.[F:8][C:9]([F:19])([F:18])[C:10]1[CH:17]=[CH:16][C:13]([CH2:14]N)=[CH:12][CH:11]=1.Cl.C1([C:27](=[NH:31])[O:28]CC)CCCCC1.C(N(CC)C(C)C)(C)C.C(OCC)(=O)[CH2:42][C:43]([O:45]CC)=[O:44].N12CCCN=[C:58]1[CH2:57][CH2:56][CH2:55][CH2:54][CH2:53]2.C(O)(=[O:65])C. (9) The reactants are: [Cl:1][CH2:2][C@@H:3]1[O:7][C:6](=[O:8])[NH:5][CH2:4]1.Br[C:10]1[CH:15]=[CH:14][C:13]([Cl:16])=[CH:12][N:11]=1.C(=O)([O-])[O-].[Cs+].[Cs+].CC1(C)C2C=CC=C(P(C3C=CC=CC=3)C3C=CC=CC=3)C=2OC2C1=CC=CC=2P(C1C=CC=CC=1)C1C=CC=CC=1. Given the product [Cl:1][CH2:2][C@@H:3]1[O:7][C:6](=[O:8])[N:5]([C:10]2[CH:15]=[CH:14][C:13]([Cl:16])=[CH:12][N:11]=2)[CH2:4]1, predict the reactants needed to synthesize it.